From a dataset of Forward reaction prediction with 1.9M reactions from USPTO patents (1976-2016). Predict the product of the given reaction. (1) Given the reactants [C:1]([C:4]1[CH:9]=[CH:8][C:7]([C:10]2[C:11]([C:16]([NH:18][C:19]3[CH:24]=[CH:23][C:22]([NH:25][CH2:26][CH2:27][C:28]4[CH:33]=[CH:32][CH:31]=[CH:30][N:29]=4)=[CH:21][CH:20]=3)=[O:17])=[CH:12][CH:13]=[CH:14][CH:15]=2)=[CH:6][CH:5]=1)(=[O:3])[CH3:2].[BH4-].[Na+], predict the reaction product. The product is: [OH:3][CH:1]([C:4]1[CH:9]=[CH:8][C:7]([C:10]2[C:11]([C:16]([NH:18][C:19]3[CH:24]=[CH:23][C:22]([NH:25][CH2:26][CH2:27][C:28]4[CH:33]=[CH:32][CH:31]=[CH:30][N:29]=4)=[CH:21][CH:20]=3)=[O:17])=[CH:12][CH:13]=[CH:14][CH:15]=2)=[CH:6][CH:5]=1)[CH3:2]. (2) Given the reactants Br[C:2]1[CH:11]=[C:10]2[C:5]([N:6]=[CH:7][C:8]([O:12][CH3:13])=[N:9]2)=[CH:4][CH:3]=1.[SiH](CC)(CC)CC.CN([CH:24]=[O:25])C, predict the reaction product. The product is: [CH3:13][O:12][C:8]1[CH:7]=[N:6][C:5]2[C:10]([N:9]=1)=[CH:11][C:2]([CH:24]=[O:25])=[CH:3][CH:4]=2. (3) Given the reactants Br[C:2]1[CH:3]=[C:4]2[C:8](=[CH:9][C:10]=1[CH3:11])[NH:7][N:6]=[CH:5]2.CC1(C)C2C(=C(P(C3C=CC=CC=3)C3C=CC=CC=3)C=CC=2)OC2C(P(C3C=CC=CC=3)C3C=CC=CC=3)=CC=CC1=2.CCN(C(C)C)C(C)C.[CH2:63]([SH:70])[C:64]1[CH:69]=[CH:68][CH:67]=[CH:66][CH:65]=1, predict the reaction product. The product is: [CH2:63]([S:70][C:2]1[CH:3]=[C:4]2[C:8](=[CH:9][C:10]=1[CH3:11])[NH:7][N:6]=[CH:5]2)[C:64]1[CH:69]=[CH:68][CH:67]=[CH:66][CH:65]=1. (4) Given the reactants Cl[C:2]1[CH:3]=[C:4]([CH:8]=[CH:9][C:10]=1Cl)[C:5]([OH:7])=O.NCC([N:16]1[CH2:23][CH:22]2[CH:18]([CH2:19][N:20]([CH2:24][C:25]3[CH:30]=[CH:29][C:28]([F:31])=[CH:27][C:26]=3[F:32])[CH2:21]2)[CH2:17]1)=O.CN1CC[O:37][CH2:36][CH2:35]1.[N:40]1(OC(N(C)C)=[N+](C)C)C2C=CC=CC=2N=N1.F[P-](F)(F)(F)(F)F, predict the reaction product. The product is: [F:32][C:26]1[CH:27]=[C:28]([F:31])[CH:29]=[CH:30][C:25]=1[CH2:24][N:20]1[CH2:19][CH:18]2[CH2:17][N:16]([C:3]3[C:2]([CH2:35][CH:36]=[O:37])=[CH:10][CH:9]=[CH:8][C:4]=3[C:5]([NH2:40])=[O:7])[CH2:23][CH:22]2[CH2:21]1. (5) Given the reactants [Cl-].[Ce+3].[Cl-].[Cl-].C[Li].C(O[CH2:10][CH3:11])C.[C:12](=[O:14])=O.[CH3:15]C(C)=O.[Br:19][C:20]1[CH:21]=[C:22]([CH:25]=[CH:26][CH:27]=1)C#N.[NH4+:28].[OH-:29].C(OC(O[C:41]([CH3:44])([CH3:43])[CH3:42])=O)(O[C:41]([CH3:44])([CH3:43])[CH3:42])=O.C(O)(=O)CC(CC(O)=O)(C(O)=O)O, predict the reaction product. The product is: [Br:19][C:20]1[CH:27]=[C:26]([C:10]([NH:28][C:12](=[O:14])[O:29][C:41]([CH3:42])([CH3:43])[CH3:44])([CH3:11])[CH3:15])[CH:25]=[CH:22][CH:21]=1.